From a dataset of Forward reaction prediction with 1.9M reactions from USPTO patents (1976-2016). Predict the product of the given reaction. (1) Given the reactants Cl.[NH:2]1[CH2:7][CH2:6][CH:5]([NH:8][C:9]([C:11]2[C:15]3[N:16]=[CH:17][N:18]=[C:19]([C:20]4[CH:25]=[C:24]([F:26])[C:23]([OH:27])=[CH:22][C:21]=4[O:28][CH2:29][CH:30]4[CH2:32][CH2:31]4)[C:14]=3[NH:13][CH:12]=2)=[O:10])[CH2:4][CH2:3]1.[C:33](Cl)(=[O:35])[CH3:34], predict the reaction product. The product is: [C:33]([N:2]1[CH2:3][CH2:4][CH:5]([NH:8][C:9]([C:11]2[C:15]3[N:16]=[CH:17][N:18]=[C:19]([C:20]4[CH:25]=[C:24]([F:26])[C:23]([OH:27])=[CH:22][C:21]=4[O:28][CH2:29][CH:30]4[CH2:32][CH2:31]4)[C:14]=3[NH:13][CH:12]=2)=[O:10])[CH2:6][CH2:7]1)(=[O:35])[CH3:34]. (2) Given the reactants [F:1][C:2]1[CH:7]=[C:6]([CH2:8][CH2:9][N+:10]([O-])=O)[CH:5]=[CH:4][N:3]=1.C([O-])=O.[NH4+], predict the reaction product. The product is: [F:1][C:2]1[CH:7]=[C:6]([CH2:8][CH2:9][NH2:10])[CH:5]=[CH:4][N:3]=1. (3) The product is: [N:12]1[CH:7]=[CH:8][C:9]([C:19]2[CH:24]=[N:23][C:22]([NH2:25])=[N:21][CH:20]=2)=[N:10][CH:11]=1. Given the reactants O1CCN([C:7]2[N:12]=[C:11](C3CCOCC3)[N:10]=[C:9]([C:19]3[CH:20]=[N:21][C:22]([NH2:25])=[N:23][CH:24]=3)[CH:8]=2)CC1.N1CCOCC1, predict the reaction product. (4) Given the reactants [CH3:13][C:12]([O:11][C:9](O[C:9]([O:11][C:12]([CH3:15])([CH3:14])[CH3:13])=[O:10])=[O:10])([CH3:15])[CH3:14].[N:16]1([CH2:22][C:23]([O:25][CH2:26][CH3:27])=[O:24])[CH2:21][CH2:20][NH:19][CH2:18][CH2:17]1, predict the reaction product. The product is: [C:9]([N:19]1[CH2:18][CH2:17][N:16]([CH2:22][C:23]([O:25][CH2:26][CH3:27])=[O:24])[CH2:21][CH2:20]1)([O:11][C:12]([CH3:13])([CH3:14])[CH3:15])=[O:10]. (5) Given the reactants C(OC(=O)[NH:7][CH:8]1[CH2:13][CH2:12][N:11]([C:14]2[CH:15]=[N:16][C:17]([O:23][C:24]3[CH:29]=[CH:28][C:27]([O:30][C:31]4[CH:36]=[CH:35][CH:34]=[C:33]([F:37])[CH:32]=4)=[CH:26][CH:25]=3)=[C:18]([C:20](=[O:22])[NH2:21])[CH:19]=2)[CH2:10][CH2:9]1)(C)(C)C.C(Cl)Cl.Cl.O1CCOCC1, predict the reaction product. The product is: [NH2:7][CH:8]1[CH2:9][CH2:10][N:11]([C:14]2[CH:15]=[N:16][C:17]([O:23][C:24]3[CH:25]=[CH:26][C:27]([O:30][C:31]4[CH:36]=[CH:35][CH:34]=[C:33]([F:37])[CH:32]=4)=[CH:28][CH:29]=3)=[C:18]([C:20]([NH2:21])=[O:22])[CH:19]=2)[CH2:12][CH2:13]1. (6) Given the reactants Cl[C:2]1[N:7]=[C:6]([C:8]([OH:11])([CH3:10])[CH3:9])[CH:5]=[C:4]([N:12]2[CH2:17][CH2:16][O:15][CH2:14][CH2:13]2)[N:3]=1.[CH3:18][O:19][C:20]1[CH:21]=[C:22]([NH2:32])[CH:23]=[CH:24][C:25]=1[N:26]1[CH:30]=[C:29]([CH3:31])[N:28]=[CH:27]1, predict the reaction product. The product is: [CH3:18][O:19][C:20]1[CH:21]=[C:22]([NH:32][C:2]2[N:7]=[C:6]([C:8]([OH:11])([CH3:10])[CH3:9])[CH:5]=[C:4]([N:12]3[CH2:17][CH2:16][O:15][CH2:14][CH2:13]3)[N:3]=2)[CH:23]=[CH:24][C:25]=1[N:26]1[CH:30]=[C:29]([CH3:31])[N:28]=[CH:27]1. (7) Given the reactants [Br:1][CH2:2][C:3]1[CH:8]=[CH:7][C:6]([O:9][CH3:10])=[CH:5][C:4]=1[CH3:11].[C:12]1([P:18]([C:25]2[CH:30]=[CH:29][CH:28]=[CH:27][CH:26]=2)[C:19]2[CH:24]=[CH:23][CH:22]=[CH:21][CH:20]=2)[CH:17]=[CH:16][CH:15]=[CH:14][CH:13]=1, predict the reaction product. The product is: [Br-:1].[CH3:10][O:9][C:6]1[CH:7]=[CH:8][C:3]([CH2:2][P+:18]([C:19]2[CH:20]=[CH:21][CH:22]=[CH:23][CH:24]=2)([C:25]2[CH:30]=[CH:29][CH:28]=[CH:27][CH:26]=2)[C:12]2[CH:13]=[CH:14][CH:15]=[CH:16][CH:17]=2)=[C:4]([CH3:11])[CH:5]=1. (8) Given the reactants [BH4-].[Na+].[CH3:3][O:4][CH2:5][C:6]1[CH:7]=[C:8]([CH:11]=[C:12]([C@H:14]2[C@H:19]([O:20][CH2:21][C:22]3[CH:27]=[CH:26][CH:25]=[CH:24][CH:23]=3)[C@@H:18]([O:28][CH2:29][C:30]3[CH:35]=[CH:34][CH:33]=[CH:32][CH:31]=3)[C@H:17]([O:36][CH2:37][C:38]3[CH:43]=[CH:42][CH:41]=[CH:40][CH:39]=3)[C@@H:16]([CH2:44][O:45][CH2:46][C:47]3[CH:52]=[CH:51][CH:50]=[CH:49][CH:48]=3)[O:15]2)[CH:13]=1)[CH:9]=[O:10].CO.C1COCC1, predict the reaction product. The product is: [CH2:21]([O:20][C@@H:19]1[C@@H:18]([O:28][CH2:29][C:30]2[CH:31]=[CH:32][CH:33]=[CH:34][CH:35]=2)[C@H:17]([O:36][CH2:37][C:38]2[CH:43]=[CH:42][CH:41]=[CH:40][CH:39]=2)[C@@H:16]([CH2:44][O:45][CH2:46][C:47]2[CH:48]=[CH:49][CH:50]=[CH:51][CH:52]=2)[O:15][C@H:14]1[C:12]1[CH:13]=[C:6]([CH2:5][O:4][CH3:3])[CH:7]=[C:8]([CH2:9][OH:10])[CH:11]=1)[C:22]1[CH:23]=[CH:24][CH:25]=[CH:26][CH:27]=1. (9) Given the reactants [Cl:1][C:2]1[CH:3]=[C:4]([CH:28]=[CH:29][C:30]=1[F:31])[C:5]([NH:7][C:8]1[N:13]=[CH:12][C:11]([NH:14][C:15]2[C:24]3[C:19](=[CH:20][C:21]([OH:27])=[C:22]([O:25][CH3:26])[CH:23]=3)[N:18]=[CH:17][N:16]=2)=[CH:10][N:9]=1)=[O:6].Br[CH2:33][CH2:34][CH2:35]Cl.[C:37](=[O:40])([O-])[O-].[Cs+].[Cs+], predict the reaction product. The product is: [Cl:1][C:2]1[CH:3]=[C:4]([CH:28]=[CH:29][C:30]=1[F:31])[C:5]([NH:7][C:8]1[N:13]=[CH:12][C:11]([NH:14][C:15]2[C:24]3[C:19](=[CH:20][C:21]([O:27][CH2:33][CH2:34][CH2:35][N:7]([CH2:5][CH3:4])[CH2:8][CH2:37][OH:40])=[C:22]([O:25][CH3:26])[CH:23]=3)[N:18]=[CH:17][N:16]=2)=[CH:10][N:9]=1)=[O:6]. (10) Given the reactants [C:1]([CH2:4][CH2:5][C:6]1[C:7]([CH3:26])=[C:8](C(O)=O)[NH:9][C:10]=1[CH:11]=[C:12]1[C:20]2[C:15](=[CH:16][CH:17]=[C:18]([CH3:21])[CH:19]=2)[NH:14][C:13]1=[O:22])([OH:3])=[O:2].[OH-].[K+].O.Cl, predict the reaction product. The product is: [CH3:21][C:18]1[CH:19]=[C:20]2[C:15](=[CH:16][CH:17]=1)[NH:14][C:13](=[O:22])[C:12]2=[CH:11][C:10]1[NH:9][CH:8]=[C:7]([CH3:26])[C:6]=1[CH2:5][CH2:4][C:1]([OH:3])=[O:2].